Dataset: Reaction yield outcomes from USPTO patents with 853,638 reactions. Task: Predict the reaction yield, written as a fraction of the theoretical maximum amount of product (1.0 means a 100% yield; for example, 0.34 means a 34% yield). (1) The reactants are [OH:1][C:2]1[CH:3]=[N:4][CH:5]=[CH:6][CH:7]=1.CO[Na].Br[CH2:12][C:13]([C:15]12[CH2:24][CH:19]3[CH2:20][CH:21]([CH2:23][CH:17]([CH2:18]3)[CH2:16]1)[CH2:22]2)=[O:14]. The catalyst is CO.CN(C=O)C.O. The product is [C:15]12([C:13](=[O:14])[CH2:12][O:1][C:2]3[CH:3]=[N:4][CH:5]=[CH:6][CH:7]=3)[CH2:22][CH:21]3[CH2:20][CH:19]([CH2:18][CH:17]([CH2:23]3)[CH2:16]1)[CH2:24]2. The yield is 0.180. (2) The reactants are Cl[CH2:2][CH2:3][CH2:4][N:5]1[C:10]2[CH:11]=[CH:12][C:13]([CH3:15])=[CH:14][C:9]=2[O:8][CH2:7][C:6]1=[O:16].C([O-])([O-])=O.[K+].[K+].[Na+].[I-].[CH2:25]([CH:29]1[CH2:34][CH2:33][NH:32][CH2:31][CH2:30]1)[CH2:26][CH2:27][CH3:28]. The catalyst is CCCCCCC.CCOC(C)=O. The product is [CH2:25]([CH:29]1[CH2:34][CH2:33][N:32]([CH2:2][CH2:3][CH2:4][N:5]2[C:10]3[CH:11]=[CH:12][C:13]([CH3:15])=[CH:14][C:9]=3[O:8][CH2:7][C:6]2=[O:16])[CH2:31][CH2:30]1)[CH2:26][CH2:27][CH3:28]. The yield is 0.790. (3) The reactants are [C:1]([O:5][C:6]([N:8]1[CH2:13][C:12]([CH3:15])([CH3:14])[CH2:11][CH2:10][CH:9]1[C:16]([OH:18])=O)=[O:7])([CH3:4])([CH3:3])[CH3:2].Cl.C[N:21](C)CCCN=C=NCC.ON1C2C=CC=CC=2N=N1.C(N(C(C)C)CC)(C)C.[Cl-].[NH4+]. The catalyst is CN(C)C=O. The product is [C:1]([O:5][C:6]([N:8]1[CH2:13][C:12]([CH3:15])([CH3:14])[CH2:11][CH2:10][CH:9]1[C:16](=[O:18])[NH2:21])=[O:7])([CH3:4])([CH3:3])[CH3:2]. The yield is 0.540. (4) The reactants are [CH3:1][N:2]1[CH2:7][CH2:6][CH2:5][C@H:4]([NH:8]C(=O)OC(C)(C)C)[C:3]1=[O:16].O1CCOCC1.[ClH:23]. No catalyst specified. The product is [ClH:23].[NH2:8][C@H:4]1[CH2:5][CH2:6][CH2:7][N:2]([CH3:1])[C:3]1=[O:16]. The yield is 1.00.